This data is from Forward reaction prediction with 1.9M reactions from USPTO patents (1976-2016). The task is: Predict the product of the given reaction. (1) Given the reactants [CH:1]1[C:10]2[C:5](=[CH:6][CH:7]=[CH:8][CH:9]=2)[CH:4]=[CH:3][C:2]=1[C:11]([CH2:13][CH2:14][CH2:15][CH2:16][CH2:17][CH2:18][CH2:19]O)=[O:12].P(Br)(Br)[Br:22].C(=O)(O)[O-].[Na+], predict the reaction product. The product is: [Br:22][CH2:19][CH2:18][CH2:17][CH2:16][CH2:15][CH2:14][CH2:13][C:11]([C:2]1[CH:3]=[CH:4][C:5]2[C:10](=[CH:9][CH:8]=[CH:7][CH:6]=2)[CH:1]=1)=[O:12]. (2) Given the reactants [CH3:1][O:2][C:3]1[CH:28]=[CH:27][C:6]([CH2:7][N:8]2[C:12]3=[N:13][CH:14]=[CH:15][C:16]([O:17][C:18]4[CH:23]=[CH:22][C:21]([NH2:24])=[CH:20][C:19]=4[F:25])=[C:11]3[C:10](I)=[N:9]2)=[CH:5][CH:4]=1.[CH3:29][N:30]([CH3:36])[C@@H:31]1[CH2:35][CH2:34][NH:33][CH2:32]1.C1C=CC(P(C2C=CC3C(=CC=CC=3)C=2C2C3C(=CC=CC=3)C=CC=2P(C2C=CC=CC=2)C2C=CC=CC=2)C2C=CC=CC=2)=CC=1.CC([O-])(C)C.[Na+].C1OCCOCCOCCOCCOCCOC1, predict the reaction product. The product is: [NH2:24][C:21]1[CH:22]=[CH:23][C:18]([O:17][C:16]2[CH:15]=[CH:14][N:13]=[C:12]3[N:8]([CH2:7][C:6]4[CH:27]=[CH:28][C:3]([O:2][CH3:1])=[CH:4][CH:5]=4)[N:9]=[C:10]([N:33]4[CH2:34][CH2:35][C@@H:31]([N:30]([CH3:36])[CH3:29])[CH2:32]4)[C:11]=23)=[C:19]([F:25])[CH:20]=1. (3) Given the reactants Cl.[CH3:2][O:3][C:4](=[O:9])[C@H:5]([CH2:7][OH:8])[NH2:6].CN1CCOCC1.[C:17](O)(=[O:35])[CH2:18][CH2:19][CH2:20][CH2:21][CH2:22][CH2:23][CH2:24][CH2:25][CH2:26][CH2:27][CH2:28][CH2:29][CH2:30][CH2:31][CH2:32][CH2:33][CH3:34].ON1C2C=CC=CC=2N=N1.C1(N=C=NC2CCCCC2)CCCCC1, predict the reaction product. The product is: [CH3:2][O:3][C:4](=[O:9])[C@H:5]([CH2:7][OH:8])[NH:6][C:17](=[O:35])[CH2:18][CH2:19][CH2:20][CH2:21][CH2:22][CH2:23][CH2:24][CH2:25][CH2:26][CH2:27][CH2:28][CH2:29][CH2:30][CH2:31][CH2:32][CH2:33][CH3:34]. (4) Given the reactants Cl[C:2]1[N:7]=[C:6]([C:8]2[CH:9]=[N:10][O:11][C:12]=2[CH3:13])[CH:5]=[CH:4][N:3]=1.Cl.[NH2:15][C@H:16]([C:18]1[C:19](=[O:29])[NH:20][C:21]2[C:26]([CH:27]=1)=[CH:25][C:24]([Cl:28])=[CH:23][CH:22]=2)[CH3:17].CCN(C(C)C)C(C)C, predict the reaction product. The product is: [Cl:28][C:24]1[CH:25]=[C:26]2[C:21](=[CH:22][CH:23]=1)[NH:20][C:19](=[O:29])[C:18]([C@@H:16]([NH:15][C:2]1[N:7]=[C:6]([C:8]3[CH:9]=[N:10][O:11][C:12]=3[CH3:13])[CH:5]=[CH:4][N:3]=1)[CH3:17])=[CH:27]2.